Dataset: Full USPTO retrosynthesis dataset with 1.9M reactions from patents (1976-2016). Task: Predict the reactants needed to synthesize the given product. Given the product [CH3:29][C:18]1[N:19]=[C:20]2[N:21]([CH2:24][CH2:25][CH2:26][CH:27]2[OH:28])[C:22](=[O:23])[C:17]=1[CH2:16][CH2:15][N:12]1[CH2:13][CH2:14][CH:9]([C:6]2[C:5]3[CH:30]=[CH:31][C:2]([F:1])=[CH:3][C:4]=3[O:8][N:7]=2)[CH2:10][CH2:11]1, predict the reactants needed to synthesize it. The reactants are: [F:1][C:2]1[CH:31]=[CH:30][C:5]2[C:6]([CH:9]3[CH2:14][CH2:13][N:12]([CH2:15][CH2:16][C:17]4[C:22](=[O:23])[N:21]5[CH:24]=[CH:25][CH:26]=[C:27]([OH:28])[C:20]5=[N:19][C:18]=4[CH3:29])[CH2:11][CH2:10]3)=[N:7][O:8][C:4]=2[CH:3]=1.